Dataset: Choline transporter screen with 302,306 compounds. Task: Binary Classification. Given a drug SMILES string, predict its activity (active/inactive) in a high-throughput screening assay against a specified biological target. The drug is Clc1c(N2CCN(CC2)C(=O)NCc2cc(OC)ccc2)cccc1. The result is 0 (inactive).